Dataset: Forward reaction prediction with 1.9M reactions from USPTO patents (1976-2016). Task: Predict the product of the given reaction. Given the reactants [C:1](Cl)(=[O:7])[CH2:2][CH2:3][C:4]([CH3:6])=[O:5].[C:9]([NH:12][C:13]([CH2:24][CH2:25][C:26]1[CH:31]=[CH:30][C:29]([O:32][C:33]2[CH:38]=[CH:37][CH:36]=[CH:35][CH:34]=2)=[CH:28][CH:27]=1)([C:19]([O:21][CH2:22][CH3:23])=[O:20])[C:14]([O:16][CH2:17][CH3:18])=[O:15])(=[O:11])[CH3:10].[Al+3].[Cl-].[Cl-].[Cl-], predict the reaction product. The product is: [C:9]([NH:12][C:13]([CH2:24][CH2:25][C:26]1[CH:31]=[CH:30][C:29]([O:32][C:33]2[CH:34]=[CH:35][C:36]([C:1](=[O:7])[CH2:2][CH2:3][C:4](=[O:5])[CH3:6])=[CH:37][CH:38]=2)=[CH:28][CH:27]=1)([C:19]([O:21][CH2:22][CH3:23])=[O:20])[C:14]([O:16][CH2:17][CH3:18])=[O:15])(=[O:11])[CH3:10].